Task: Predict the product of the given reaction.. Dataset: Forward reaction prediction with 1.9M reactions from USPTO patents (1976-2016) (1) Given the reactants Br[CH:2]([C:4]1[O:5][C:6](=[O:11])[C:7]([CH3:10])([CH3:9])[N:8]=1)[CH3:3].[K+].[CH2:13]([O:15][C:16]([S-:18])=[S:17])[CH3:14], predict the reaction product. The product is: [CH2:13]([O:15][C:16](=[S:17])[S:18][CH:2]([C:4]1[O:5][C:6](=[O:11])[C:7]([CH3:10])([CH3:9])[N:8]=1)[CH3:3])[CH3:14]. (2) The product is: [ClH:34].[CH2:1]([NH:4][C:5]1[N:6]=[C:7]([NH:25][CH3:26])[C:8]2[N:14]=[C:13]([N:15]3[CH2:20][CH2:19][C:18]([F:22])([F:21])[CH2:17][CH2:16]3)[N:12]=[C:11]([NH:23][CH3:24])[C:9]=2[N:10]=1)[CH2:2][CH3:3]. Given the reactants [CH2:1]([NH:4][C:5]1[N:6]=[C:7]([NH:25][CH3:26])[C:8]2[N:14]=[C:13]([N:15]3[CH2:20][CH2:19][C:18]([F:22])([F:21])[CH2:17][CH2:16]3)[N:12]=[C:11]([NH:23][CH3:24])[C:9]=2[N:10]=1)[CH2:2][CH3:3].Cl.C(OCC)C.Cl.[Cl:34]C1N=C(NCCC)C2N=C(NC)N=C(NCCC)C=2N=1, predict the reaction product. (3) The product is: [NH2:1][C:2]1[N:7]=[C:6]([C:19]#[N:20])[N:5]=[C:4]([NH:9][C:10]2[CH:15]=[CH:14][CH:13]=[C:12]([F:16])[C:11]=2[F:17])[N:3]=1. Given the reactants [NH2:1][C:2]1[N:7]=[C:6](Cl)[N:5]=[C:4]([NH:9][C:10]2[CH:15]=[CH:14][CH:13]=[C:12]([F:16])[C:11]=2[F:17])[N:3]=1.C1N2CC[N:20](CC2)[CH2:19]1.C(#N)C, predict the reaction product. (4) Given the reactants [O:1]=[C:2]1[CH2:7][CH2:6][N:5]([C:8]2[C:13]([F:14])=[CH:12][C:11]([N:15]3[CH2:19][C@H:18]([CH2:20][NH:21][C:22](=[O:24])[CH3:23])[O:17][C:16]3=[O:25])=[CH:10][C:9]=2[F:26])[CH2:4][CH2:3]1.[CH2:27](O)[CH2:28][OH:29].C1(C)C=CC(S(O)(=O)=O)=CC=1, predict the reaction product. The product is: [O:29]1[C:2]2([CH2:3][CH2:4][N:5]([C:8]3[C:13]([F:14])=[CH:12][C:11]([N:15]4[CH2:19][C@H:18]([CH2:20][NH:21][C:22](=[O:24])[CH3:23])[O:17][C:16]4=[O:25])=[CH:10][C:9]=3[F:26])[CH2:6][CH2:7]2)[O:1][CH2:27][CH2:28]1. (5) The product is: [F:1][C:2]1[C:10]([C:11]([F:14])([F:13])[F:12])=[CH:9][CH:8]=[CH:7][C:3]=1[C:4]([N:17]([O:18][CH3:19])[CH3:16])=[O:5]. Given the reactants [F:1][C:2]1[C:10]([C:11]([F:14])([F:13])[F:12])=[CH:9][CH:8]=[CH:7][C:3]=1[C:4](O)=[O:5].Cl.[CH3:16][NH:17][O:18][CH3:19].C(Cl)(=O)C(Cl)=O, predict the reaction product. (6) Given the reactants Cl[C:2]1[N:6]([C:7]2[N:12]=[CH:11][N:10]=[C:9]([NH2:13])[CH:8]=2)[C:5]2[CH:14]=[CH:15][CH:16]=[CH:17][C:4]=2[N:3]=1.C[C:19]1C=[C:23]([N+:25]([O-:27])=[O:26])[CH:22]=[CH:21][C:20]=1N.CS(O)(=O)=O.O.C[N:36]1[CH2:40][CH2:39]N(C)C1=O, predict the reaction product. The product is: [NH2:13][C:9]1[N:10]=[CH:11][N:12]=[C:7]([N:6]2[C:5]3[CH:14]=[CH:15][CH:16]=[CH:17][C:4]=3[N:3]=[C:2]2[NH:36][C:40]2[CH:39]=[C:23]([N+:25]([O-:27])=[O:26])[CH:22]=[CH:21][C:20]=2[CH3:19])[CH:8]=1. (7) Given the reactants C(=O)([O-])[O-].[Na+].[Na+].[NH3:7].Cl[C:9]1[C:14]([N+:15]([O-:17])=[O:16])=[CH:13][CH:12]=[C:11]([Cl:18])[N:10]=1, predict the reaction product. The product is: [Cl:18][C:11]1[N:10]=[C:9]([NH2:7])[C:14]([N+:15]([O-:17])=[O:16])=[CH:13][CH:12]=1. (8) Given the reactants [CH:1]1[N:2]=[CH:3][N:4]2[CH:9]=[CH:8][CH:7]=[CH:6][C:5]=12.C(=O)(O)[O-].[Na+].[I:15]I, predict the reaction product. The product is: [I:15][C:1]1[N:2]=[CH:3][N:4]2[CH:9]=[CH:8][CH:7]=[CH:6][C:5]=12. (9) Given the reactants [CH3:1][O:2][C:3]1[CH:4]=[C:5]([CH:21]=[CH:22][C:23]=1[O:24][CH3:25])[CH2:6][C@H:7]1[C:16]2[C:11](=[CH:12][C:13]([O:19][CH3:20])=[C:14]([O:17][CH3:18])[CH:15]=2)[CH2:10][CH2:9][NH:8]1.Br[CH2:27][C:28](Br)=[O:29].[NH2:31][C@@H:32]1[C:40]2[C:35](=[CH:36][CH:37]=[CH:38][CH:39]=2)[CH2:34][CH2:33]1, predict the reaction product. The product is: [CH3:1][O:2][C:3]1[CH:4]=[C:5]([CH:21]=[CH:22][C:23]=1[O:24][CH3:25])[CH2:6][C@H:7]1[C:16]2[C:11](=[CH:12][C:13]([O:19][CH3:20])=[C:14]([O:17][CH3:18])[CH:15]=2)[CH2:10][CH2:9][N:8]1[CH2:27][C:28]([NH:31][C@@H:32]1[C:40]2[C:35](=[CH:36][CH:37]=[CH:38][CH:39]=2)[CH2:34][CH2:33]1)=[O:29]. (10) Given the reactants C(OC1C=CN([CH2:15][C:16]([C:18]2[CH:23]=[CH:22][C:21]([CH2:24][OH:25])=[CH:20][C:19]=2[CH3:26])=[O:17])C(=O)C=1)C1C=CC=CC=1.[CH3:28][O:29][C:30]1[CH:31]=[CH:32][C:33]([CH2:36][O:37][C:38]2[CH:43]=[CH:42][NH:41][C:40](=[O:44])[CH:39]=2)=[N:34][CH:35]=1, predict the reaction product. The product is: [OH:25][CH2:24][C:21]1[CH:22]=[CH:23][C:18]([C:16](=[O:17])[CH2:15][N:41]2[CH:42]=[CH:43][C:38]([O:37][CH2:36][C:33]3[CH:32]=[CH:31][C:30]([O:29][CH3:28])=[CH:35][N:34]=3)=[CH:39][C:40]2=[O:44])=[C:19]([CH3:26])[CH:20]=1.